This data is from Full USPTO retrosynthesis dataset with 1.9M reactions from patents (1976-2016). The task is: Predict the reactants needed to synthesize the given product. (1) Given the product [CH3:20][O:16][C:14](=[O:15])[C:13]1[CH:17]=[CH:18][C:10]([N:7]2[CH:8]=[C:4]([N+:1]([O-:3])=[O:2])[N:5]=[CH:6]2)=[CH:11][CH:12]=1, predict the reactants needed to synthesize it. The reactants are: [N+:1]([C:4]1[N:5]=[CH:6][NH:7][CH:8]=1)([O-:3])=[O:2].I[C:10]1[CH:18]=[CH:17][C:13]([C:14]([O-:16])=[O:15])=[C:12](C)[CH:11]=1.[C:20](=O)([O-])[O-].[Cs+].[Cs+]. (2) Given the product [CH3:10][N:9]([CH3:11])[CH2:8][CH2:7][C:6]1[S:5][C:4]2[CH:12]=[CH:13][CH:14]=[CH:15][C:3]=2[C:2]=1[CH2:29][CH:30]([OH:31])[CH3:32], predict the reactants needed to synthesize it. The reactants are: Br[C:2]1[C:3]2[CH:15]=[CH:14][CH:13]=[CH:12][C:4]=2[S:5][C:6]=1[CH2:7][CH2:8][N:9]([CH3:11])[CH3:10].CN(CCN(C)C)C.[Li]CCCC.[CH3:29][CH:30]1[CH2:32][O:31]1. (3) Given the product [Cl:23][CH2:22][CH2:21][O:20][C:16]1[CH:15]=[C:14]([O:24][CH2:25][CH2:26][O:27][CH3:28])[CH:13]=[C:12]2[C:17]=1[C:18](=[O:19])[NH:9][CH:10]=[N:11]2, predict the reactants needed to synthesize it. The reactants are: C(OC[N:9]1[C:18](=[O:19])[C:17]2[C:12](=[CH:13][C:14]([O:24][CH2:25][CH2:26][O:27][CH3:28])=[CH:15][C:16]=2[O:20][CH2:21][CH2:22][Cl:23])[N:11]=[CH:10]1)(=O)C(C)(C)C.N. (4) Given the product [Br:17][C:18]1[CH:19]=[C:20]([CH2:25][P:9](=[O:16])([O:13][CH2:14][CH3:15])[O:10][CH2:11][CH3:12])[C:21]([F:24])=[N:22][CH:23]=1, predict the reactants needed to synthesize it. The reactants are: BrC1N=C(C[P:9](=[O:16])([O:13][CH2:14][CH3:15])[O:10][CH2:11][CH3:12])C=CC=1.[Br:17][C:18]1[CH:19]=[C:20]([CH2:25]O)[C:21]([F:24])=[N:22][CH:23]=1. (5) Given the product [Cl:19][C:13]1[CH:14]=[CH:15][CH:16]=[C:17]([Cl:18])[C:12]=1[NH:11][C:4]1[CH:3]=[CH:2][CH:1]=[CH:6][C:5]=1[CH2:7][C:8]([O:10][CH2:24][CH2:23][O:22][CH2:21][CH2:20][OH:26])=[O:9], predict the reactants needed to synthesize it. The reactants are: [CH:1]1[CH:2]=[CH:3][C:4]([NH:11][C:12]2[C:13]([Cl:19])=[CH:14][CH:15]=[CH:16][C:17]=2[Cl:18])=[C:5]([CH2:7][C:8]([OH:10])=[O:9])[CH:6]=1.[CH2:20]([OH:26])[CH2:21][O:22][CH2:23][CH2:24]O.S(Cl)(Cl)=O.C(=O)([O-])[O-].[K+].[K+]. (6) Given the product [NH2:31][C:28]1[CH:29]=[CH:30][C:25]([S:24][C:3]2[C:4](=[O:23])[O:5][C:6]3[C:15]4[CH:14]=[CH:13][CH:12]=[CH:11][C:10]=4[N:9]([C:16]4[CH:21]=[CH:20][CH:19]=[CH:18][CH:17]=4)[C:8](=[O:22])[C:7]=3[C:2]=2[OH:1])=[CH:26][CH:27]=1, predict the reactants needed to synthesize it. The reactants are: [OH:1][C:2]1[C:7]2[C:8](=[O:22])[N:9]([C:16]3[CH:21]=[CH:20][CH:19]=[CH:18][CH:17]=3)[C:10]3[CH:11]=[CH:12][CH:13]=[CH:14][C:15]=3[C:6]=2[O:5][C:4](=[O:23])[C:3]=1[S:24][C:25]1[CH:30]=[CH:29][C:28]([N+:31]([O-])=O)=[CH:27][CH:26]=1.O.O.[Sn](Cl)Cl.O. (7) The reactants are: [CH3:1][O:2][C:3]1[CH:4]=[C:5]([CH2:31][C:32]([O:34]CC)=[O:33])[CH:6]=[CH:7][C:8]=1[O:9][CH2:10][CH2:11][CH:12]([C:17]1[S:18][C:19]2[CH:26]=[C:25]([C:27]([F:30])([F:29])[F:28])[CH:24]=[CH:23][C:20]=2[C:21]=1[CH3:22])[CH2:13][CH2:14][CH2:15][CH3:16].[OH-].[Na+]. Given the product [CH3:1][O:2][C:3]1[CH:4]=[C:5]([CH2:31][C:32]([OH:34])=[O:33])[CH:6]=[CH:7][C:8]=1[O:9][CH2:10][CH2:11][CH:12]([C:17]1[S:18][C:19]2[CH:26]=[C:25]([C:27]([F:28])([F:30])[F:29])[CH:24]=[CH:23][C:20]=2[C:21]=1[CH3:22])[CH2:13][CH2:14][CH2:15][CH3:16], predict the reactants needed to synthesize it. (8) Given the product [CH2:22]([O:1][C:2]1[C:3]([NH:12][C:13](=[O:15])[CH3:14])=[CH:4][C:5]2[C:10]([CH:11]=1)=[CH:9][CH:8]=[CH:7][CH:6]=2)[C:23]1[CH:28]=[CH:27][CH:26]=[CH:25][CH:24]=1, predict the reactants needed to synthesize it. The reactants are: [OH:1][C:2]1[C:3]([NH:12][C:13](=[O:15])[CH3:14])=[CH:4][C:5]2[C:10]([CH:11]=1)=[CH:9][CH:8]=[CH:7][CH:6]=2.C(=O)([O-])[O-].[K+].[K+].[CH2:22](Br)[C:23]1[CH:28]=[CH:27][CH:26]=[CH:25][CH:24]=1. (9) Given the product [C:1]([C:3]1[CH:4]=[CH:5][C:6]([O:7][C:8]2[CH:9]=[C:10]([CH:14]=[C:15]([O:17][C:18]3[CH:19]=[CH:20][C:21]([C:24]#[N:25])=[CH:22][CH:23]=3)[CH:16]=2)[C:11]([N:30]([CH2:31][CH3:32])[CH2:28][CH3:29])=[O:13])=[CH:26][CH:27]=1)#[N:2], predict the reactants needed to synthesize it. The reactants are: [C:1]([C:3]1[CH:27]=[CH:26][C:6]([O:7][C:8]2[CH:9]=[C:10]([CH:14]=[C:15]([O:17][C:18]3[CH:23]=[CH:22][C:21]([C:24]#[N:25])=[CH:20][CH:19]=3)[CH:16]=2)[C:11]([OH:13])=O)=[CH:5][CH:4]=1)#[N:2].[CH2:28]([NH:30][CH2:31][CH3:32])[CH3:29]. (10) Given the product [N:22]1[CH:23]=[CH:24][CH:25]=[N:26][C:21]=1[N:7]1[C:15]2[C:10](=[CH:11][CH:12]=[CH:13][CH:14]=2)[C:9]([C:16]([O:18][CH3:19])=[O:17])=[CH:8]1, predict the reactants needed to synthesize it. The reactants are: CC(C)([O-])C.[K+].[NH:7]1[C:15]2[C:10](=[CH:11][CH:12]=[CH:13][CH:14]=2)[C:9]([C:16]([O:18][CH3:19])=[O:17])=[CH:8]1.Cl[C:21]1[N:26]=[CH:25][CH:24]=[CH:23][N:22]=1.